From a dataset of Reaction yield outcomes from USPTO patents with 853,638 reactions. Predict the reaction yield, written as a fraction of the theoretical maximum amount of product (1.0 means a 100% yield; for example, 0.34 means a 34% yield). (1) The reactants are [H-].[Na+].Cl[C:4]1[C:5](Cl)=[CH:6][C:7]2[C:8]3[CH2:23][CH2:22][N:21](C(OC(C)(C)C)=O)[CH2:20][CH2:19][C:9]=3[N:10]([CH2:13][C:14]([O:16]CC)=O)[C:11]=2[CH:12]=1.ClC1C(Cl)=CC2[C:37]3[CH2:46][CH2:45][N:44](C(OC(C)(C)C)=O)CC[C:38]=3[NH:39][C:40]=2C=1.BrCC(OCC)=O. The catalyst is CN(C=O)C. The product is [N:39]1[CH:38]=[CH:37][CH:46]=[C:45]([NH:44][C:14](=[O:16])[CH2:13][N:10]2[C:11]3[CH:12]=[CH:4][CH:5]=[CH:6][C:7]=3[C:8]3[CH2:23][CH2:22][NH:21][CH2:20][CH2:19][C:9]2=3)[CH:40]=1. The yield is 0.840. (2) The reactants are [NH2:1][C:2]1[C:7]2=[CH:8][CH:9]=[C:10]([CH2:11][CH2:12][CH2:13][OH:14])[N:6]2[N:5]=[CH:4][N:3]=1.[Br:15]N1C(C)(C)C(=O)N(Br)C1=O. The catalyst is CN(C=O)C. The product is [NH2:1][C:2]1[C:7]2=[C:8]([Br:15])[CH:9]=[C:10]([CH2:11][CH2:12][CH2:13][OH:14])[N:6]2[N:5]=[CH:4][N:3]=1. The yield is 0.859. (3) The reactants are [Cl:1][C:2]1[N:10]=[C:9]2[C:5]([NH:6][CH:7]=[N:8]2)=[C:4](Cl)[N:3]=1.[NH:12]1[CH2:17][CH2:16][O:15][CH2:14][CH2:13]1. The catalyst is O. The product is [Cl:1][C:2]1[N:10]=[C:9]2[C:5]([N:6]=[CH:7][NH:8]2)=[C:4]([N:12]2[CH2:17][CH2:16][O:15][CH2:14][CH2:13]2)[N:3]=1. The yield is 0.960.